This data is from Reaction yield outcomes from USPTO patents with 853,638 reactions. The task is: Predict the reaction yield, written as a fraction of the theoretical maximum amount of product (1.0 means a 100% yield; for example, 0.34 means a 34% yield). (1) The reactants are [CH2:1]([NH:8][C:9](=[O:51])[NH:10][CH:11]([CH3:50])[CH2:12][C:13]([NH:15][CH:16]([C:29](=[O:49])[N:30]([CH2:41][CH:42](OCC)OCC)[CH2:31][C:32]1[CH:33]=[CH:34][CH:35]=[C:36]2[C:40]=1[NH:39][N:38]=[CH:37]2)[CH2:17][C:18]1[CH:23]=[CH:22][C:21]([O:24]C(C)(C)C)=[CH:20][CH:19]=1)=[O:14])[C:2]1[CH:7]=[CH:6][CH:5]=[CH:4][CH:3]=1. The catalyst is C(O)=O. The product is [CH2:1]([NH:8][C:9]([N:10]1[CH:11]([CH3:50])[CH2:12][C:13](=[O:14])[N:15]2[CH:16]([CH2:17][C:18]3[CH:19]=[CH:20][C:21]([OH:24])=[CH:22][CH:23]=3)[C:29](=[O:49])[N:30]([CH2:31][C:32]3[CH:33]=[CH:34][CH:35]=[C:36]4[C:40]=3[NH:39][N:38]=[CH:37]4)[CH2:41][CH:42]12)=[O:51])[C:2]1[CH:7]=[CH:6][CH:5]=[CH:4][CH:3]=1. The yield is 0.290. (2) The reactants are [CH3:1][CH:2]([S:4]([NH:7][CH2:8][C@H:9]1[CH2:14][CH2:13][C@H:12]([NH:15]C(OCC2C=CC=CC=2)=O)[CH2:11][CH2:10]1)(=[O:6])=[O:5])[CH3:3]. The catalyst is CCO.[Pd]. The product is [NH2:15][C@H:12]1[CH2:13][CH2:14][C@H:9]([CH2:8][NH:7][S:4]([CH:2]([CH3:3])[CH3:1])(=[O:6])=[O:5])[CH2:10][CH2:11]1. The yield is 1.00. (3) The reactants are Cl.[S:2]1[C:10]2[C:5](=[N:6][CH:7]=[CH:8][CH:9]=2)[N:4]=[C:3]1[O:11][C:12]1[CH:13]=[CH:14][C:15]2[O:19][C:18]([C:20](Cl)=[O:21])=[CH:17][C:16]=2[CH:23]=1.[CH2:24]([NH:31][CH3:32])[C:25]1[CH:30]=[CH:29][CH:28]=[CH:27][CH:26]=1.CCN(CC)CC. The catalyst is C(Cl)Cl. The product is [CH2:24]([N:31]([CH3:32])[C:20]([C:18]1[O:19][C:15]2[CH:14]=[CH:13][C:12]([O:11][C:3]3[S:2][C:10]4[C:5]([N:4]=3)=[N:6][CH:7]=[CH:8][CH:9]=4)=[CH:23][C:16]=2[CH:17]=1)=[O:21])[C:25]1[CH:30]=[CH:29][CH:28]=[CH:27][CH:26]=1. The yield is 0.150. (4) The catalyst is ClCCl.CCCCCC.C(OCC)(=O)C.O.C(COC)OC. The reactants are C([Li])CCC.[Cl:6][C:7]1[CH:12]=[CH:11][C:10]([S:13]([CH2:16][C:17]2[CH:22]=[C:21]([F:23])[CH:20]=[CH:19][C:18]=2[F:24])(=[O:15])=[O:14])=[CH:9][CH:8]=1.C([Si]([O:32][CH2:33][CH2:34]I)(C)C)(C)(C)C. The product is [Cl:6][C:7]1[CH:12]=[CH:11][C:10]([S:13]([CH:16]([C:17]2[CH:22]=[C:21]([F:23])[CH:20]=[CH:19][C:18]=2[F:24])[CH2:34][CH2:33][OH:32])(=[O:15])=[O:14])=[CH:9][CH:8]=1. The yield is 0.880. (5) The reactants are [CH2:1]([C:8]1[O:9][C:10]([C:13]2[CH:22]=[CH:21][C:20]3[C:15](=[CH:16][CH:17]=[C:18]([O:23]C)[CH:19]=3)[CH:14]=2)=[CH:11][N:12]=1)[C:2]1[CH:7]=[CH:6][CH:5]=[CH:4][CH:3]=1.Br. The product is [CH2:1]([C:8]1[O:9][C:10]([C:13]2[CH:14]=[C:15]3[C:20](=[CH:21][CH:22]=2)[CH:19]=[C:18]([OH:23])[CH:17]=[CH:16]3)=[CH:11][N:12]=1)[C:2]1[CH:3]=[CH:4][CH:5]=[CH:6][CH:7]=1. The yield is 0.980. The catalyst is C(O)(=O)C.